From a dataset of Full USPTO retrosynthesis dataset with 1.9M reactions from patents (1976-2016). Predict the reactants needed to synthesize the given product. Given the product [Cl:8][C:5]1[CH:6]=[CH:7][C:2]([C:31]2[CH:32]=[C:20]([F:19])[C:21]([C:22]([NH:24][S:25]([CH3:28])(=[O:26])=[O:27])=[O:23])=[CH:29][C:30]=2[CH3:42])=[CH:3][C:4]=1[C:9]([F:12])([F:11])[F:10], predict the reactants needed to synthesize it. The reactants are: Br[C:2]1[CH:7]=[CH:6][C:5]([Cl:8])=[C:4]([C:9]([F:12])([F:11])[F:10])[CH:3]=1.C(=O)([O-])[O-].[K+].[K+].[F:19][C:20]1[CH:32]=[C:31](B2OC(C)(C)C(C)(C)O2)[C:30]([CH3:42])=[CH:29][C:21]=1[C:22]([NH:24][S:25]([CH3:28])(=[O:27])=[O:26])=[O:23].